Dataset: Catalyst prediction with 721,799 reactions and 888 catalyst types from USPTO. Task: Predict which catalyst facilitates the given reaction. (1) Reactant: [N+:1]([C:4]1[CH:5]=[C:6]([CH:10]=[CH:11][CH:12]=1)[C:7](Cl)=[O:8])([O-:3])=[O:2].[CH3:13][N:14]([CH3:18])[CH2:15][CH2:16][NH2:17]. Product: [CH3:13][N:14]([CH3:18])[CH2:15][CH2:16][NH:17][C:7](=[O:8])[C:6]1[CH:10]=[CH:11][CH:12]=[C:4]([N+:1]([O-:3])=[O:2])[CH:5]=1. The catalyst class is: 4. (2) Reactant: [CH2:1]([C@H:3]1[N:12]([C:13](=[O:22])[C:14]2[CH:19]=[CH:18][C:17]([O:20][CH3:21])=[CH:16][CH:15]=2)[C:11]2[C:6](=[CH:7][C:8]([F:23])=[CH:9][CH:10]=2)[NH:5][C:4]1=[O:24])[CH3:2].[C:25](=O)([O-])[O-].[K+].[K+].IC. Product: [CH2:1]([C@H:3]1[N:12]([C:13](=[O:22])[C:14]2[CH:19]=[CH:18][C:17]([O:20][CH3:21])=[CH:16][CH:15]=2)[C:11]2[C:6](=[CH:7][C:8]([F:23])=[CH:9][CH:10]=2)[N:5]([CH3:25])[C:4]1=[O:24])[CH3:2]. The catalyst class is: 21. (3) Reactant: [Br:1][C:2]1[N:6]2[C:7](=[O:21])[CH:8]=[C:9]([CH2:11][N:12]3[C:16]([Cl:17])=[CH:15][C:14]([N+:18]([O-])=O)=[N:13]3)[N:10]=[C:5]2[S:4][C:3]=1[CH3:22].[Cl-].[NH4+]. Product: [NH2:18][C:14]1[CH:15]=[C:16]([Cl:17])[N:12]([CH2:11][C:9]2[N:10]=[C:5]3[S:4][C:3]([CH3:22])=[C:2]([Br:1])[N:6]3[C:7](=[O:21])[CH:8]=2)[N:13]=1. The catalyst class is: 190. (4) Reactant: [OH-].[Na+].[Br:3]Br.[N:5]1[CH:10]=[CH:9][CH:8]=[C:7]([C:11]2[CH:20]=[CH:19][C:18]3[N:17]=[CH:16][C:15]4[NH:21][N:22]=[CH:23][C:14]=4[C:13]=3[CH:12]=2)[CH:6]=1.Cl. Product: [Br:3][C:23]1[C:14]2[C:13]3[CH:12]=[C:11]([C:7]4[CH:6]=[N:5][CH:10]=[CH:9][CH:8]=4)[CH:20]=[CH:19][C:18]=3[N:17]=[CH:16][C:15]=2[NH:21][N:22]=1. The catalyst class is: 34.